This data is from Reaction yield outcomes from USPTO patents with 853,638 reactions. The task is: Predict the reaction yield, written as a fraction of the theoretical maximum amount of product (1.0 means a 100% yield; for example, 0.34 means a 34% yield). (1) The product is [Br:3][C:4]1[CH:5]=[CH:6][CH:7]=[C:8]([C:9]([OH:21])=[O:1])[C:18]=1[C:19]([OH:12])=[O:20]. The yield is 0.680. No catalyst specified. The reactants are [OH-:1].[K+].[Br:3][C:4]1[CH:9]=[CH:8][CH:7]=[C:6](C)[C:5]=1C.[O-:12][Mn](=O)(=O)=O.[K+].[CH3:18][CH2:19][OH:20].[OH2:21]. (2) The reactants are ClC(Cl)(Cl)C([N:5]1[CH2:10][CH2:9][N:8]([C:11]2[CH:16]=[C:15]([S:17]([N:20]3[C:28]4[C:23](=[CH:24][CH:25]=[C:26]([C:29]([F:32])([F:31])[F:30])[CH:27]=4)[C:22]([CH:33]([F:35])[F:34])=[CH:21]3)(=[O:19])=[O:18])[CH:14]=[CH:13][C:12]=2[O:36][CH3:37])[CH2:7][CH2:6]1)=O.[OH-].[K+]. The catalyst is C1COCC1. The product is [F:35][CH:33]([F:34])[C:22]1[C:23]2[C:28](=[CH:27][C:26]([C:29]([F:30])([F:31])[F:32])=[CH:25][CH:24]=2)[N:20]([S:17]([C:15]2[CH:14]=[CH:13][C:12]([O:36][CH3:37])=[C:11]([N:8]3[CH2:7][CH2:6][NH:5][CH2:10][CH2:9]3)[CH:16]=2)(=[O:19])=[O:18])[CH:21]=1. The yield is 0.630. (3) The reactants are C(OC([N:8]1[C:16]2[CH:15]=[CH:14][C:13]([Cl:17])=[CH:12][C:11]=2[C:10]2[CH2:18][CH:19]([C:21]([S:26]([C:29]3[CH:34]=[CH:33][CH:32]=[CH:31][CH:30]=3)(=[O:28])=[O:27])([CH3:25])[CH2:22][O:23][CH3:24])[CH2:20][C:9]1=2)=O)(C)(C)C.C(O)(C(F)(F)F)=O. The catalyst is C(Cl)Cl. The product is [C:29]1([S:26]([C:21]([CH:19]2[CH2:20][C:9]3[NH:8][C:16]4[CH:15]=[CH:14][C:13]([Cl:17])=[CH:12][C:11]=4[C:10]=3[CH2:18]2)([CH3:25])[CH2:22][O:23][CH3:24])(=[O:27])=[O:28])[CH:34]=[CH:33][CH:32]=[CH:31][CH:30]=1. The yield is 0.260. (4) The yield is 0.630. The reactants are C([NH:5][S:6]([C:9]1[CH:10]=[C:11]([C:15]2[CH:20]=[CH:19][CH:18]=[C:17]([C:21]3[N:26]=[C:25]([C:27]4[CH:32]=[CH:31][C:30]([Cl:33])=[CH:29][CH:28]=4)[CH:24]=[C:23]([C:34]([F:37])([F:36])[F:35])[N:22]=3)[CH:16]=2)[CH:12]=[CH:13][CH:14]=1)(=[O:8])=[O:7])(C)(C)C.C(O)(C(F)(F)F)=O. The catalyst is ClCCl. The product is [Cl:33][C:30]1[CH:31]=[CH:32][C:27]([C:25]2[CH:24]=[C:23]([C:34]([F:36])([F:35])[F:37])[N:22]=[C:21]([C:17]3[CH:16]=[C:15]([C:11]4[CH:12]=[CH:13][CH:14]=[C:9]([S:6]([NH2:5])(=[O:8])=[O:7])[CH:10]=4)[CH:20]=[CH:19][CH:18]=3)[N:26]=2)=[CH:28][CH:29]=1. (5) The reactants are [Br:1][C:2]1[C:14]2[C:13]3[C:8](=[CH:9][C:10]([CH2:15]O)=[CH:11][CH:12]=3)[NH:7][C:6]=2[C:5]([C:17]([NH2:19])=[O:18])=[CH:4][CH:3]=1.ClN1C(=O)CCC1=O.C1(P(C2C=CC=CC=2)C2C=CC=CC=2)C=CC=CC=1.[CH3:47][S-:48].[Na+]. The catalyst is C(Cl)Cl.CCOC(C)=O.CS(C)=O. The product is [Br:1][C:2]1[C:14]2[C:13]3[C:8](=[CH:9][C:10]([CH2:15][S:48][CH3:47])=[CH:11][CH:12]=3)[NH:7][C:6]=2[C:5]([C:17]([NH2:19])=[O:18])=[CH:4][CH:3]=1. The yield is 0.380. (6) The reactants are Cl.C([O:9][C:10]1[CH:19]=[C:18]2[C:13]([C:14]([NH:20][C:21]3[CH:26]=[CH:25][C:24]([Cl:27])=[CH:23][C:22]=3[F:28])=[N:15][CH:16]=[N:17]2)=[CH:12][C:11]=1[O:29][CH3:30])C1C=CC=CC=1. The catalyst is C(O)(C(F)(F)F)=O. The product is [Cl:27][C:24]1[CH:25]=[CH:26][C:21]([NH:20][C:14]2[C:13]3[C:18](=[CH:19][C:10]([OH:9])=[C:11]([O:29][CH3:30])[CH:12]=3)[N:17]=[CH:16][N:15]=2)=[C:22]([F:28])[CH:23]=1. The yield is 0.720.